From a dataset of Peptide-MHC class II binding affinity with 134,281 pairs from IEDB. Regression. Given a peptide amino acid sequence and an MHC pseudo amino acid sequence, predict their binding affinity value. This is MHC class II binding data. (1) The peptide sequence is VVAVGLRVVCAK. The MHC is DRB1_0701 with pseudo-sequence DRB1_0701. The binding affinity (normalized) is 0.374. (2) The peptide sequence is HTLMSIVSSLHLSIR. The MHC is DRB1_0802 with pseudo-sequence DRB1_0802. The binding affinity (normalized) is 0.475. (3) The binding affinity (normalized) is 0.435. The MHC is HLA-DQA10501-DQB10201 with pseudo-sequence HLA-DQA10501-DQB10201. The peptide sequence is MAFLRSVSRLAAAVF. (4) The peptide sequence is IMGHVYLQASTGYGL. The MHC is DRB3_0202 with pseudo-sequence DRB3_0202. The binding affinity (normalized) is 0.422. (5) The peptide sequence is ASEGAVDIINRWQVV. The MHC is DRB1_1602 with pseudo-sequence DRB1_1602. The binding affinity (normalized) is 0.259.